From a dataset of Reaction yield outcomes from USPTO patents with 853,638 reactions. Predict the reaction yield, written as a fraction of the theoretical maximum amount of product (1.0 means a 100% yield; for example, 0.34 means a 34% yield). (1) The reactants are [NH:1]1[C:9]2[C:4](=[CH:5][CH:6]=[CH:7][CH:8]=2)[C:3]([C:10](Cl)=[O:11])=[N:2]1.[NH2:13][C:14]1[C:15]([C:20]([NH:22][CH2:23][CH:24]2[CH2:27][CH2:26][CH2:25]2)=[O:21])=[N:16][CH:17]=[CH:18][CH:19]=1. No catalyst specified. The product is [CH:24]1([CH2:23][NH:22][C:20]([C:15]2[C:14]([NH:13][C:10]([C:3]3[C:4]4[C:9](=[CH:8][CH:7]=[CH:6][CH:5]=4)[NH:1][N:2]=3)=[O:11])=[CH:19][CH:18]=[CH:17][N:16]=2)=[O:21])[CH2:27][CH2:26][CH2:25]1. The yield is 0.00800. (2) The reactants are Br[C:2]1[N:6]([S:7]([C:10]2[CH:11]=[N:12][CH:13]=[CH:14][CH:15]=2)(=[O:9])=[O:8])[CH:5]=[C:4]([CH2:16][N:17]([CH3:25])[C:18](=[O:24])[O:19][C:20]([CH3:23])([CH3:22])[CH3:21])[CH:3]=1.[F:26][CH:27]([F:44])[O:28][C:29]1[CH:34]=[CH:33][C:32](B2OC(C)(C)C(C)(C)O2)=[CH:31][CH:30]=1.C(=O)([O-])[O-].[Na+].[Na+]. The catalyst is C(COC)OC.O.C1C=CC([P]([Pd]([P](C2C=CC=CC=2)(C2C=CC=CC=2)C2C=CC=CC=2)([P](C2C=CC=CC=2)(C2C=CC=CC=2)C2C=CC=CC=2)[P](C2C=CC=CC=2)(C2C=CC=CC=2)C2C=CC=CC=2)(C2C=CC=CC=2)C2C=CC=CC=2)=CC=1. The product is [C:20]([O:19][C:18](=[O:24])[N:17]([CH2:16][C:4]1[CH:3]=[C:2]([C:32]2[CH:33]=[CH:34][C:29]([O:28][CH:27]([F:44])[F:26])=[CH:30][CH:31]=2)[N:6]([S:7]([C:10]2[CH:11]=[N:12][CH:13]=[CH:14][CH:15]=2)(=[O:9])=[O:8])[CH:5]=1)[CH3:25])([CH3:23])([CH3:22])[CH3:21]. The yield is 1.00. (3) The reactants are Br[C:2]1[CH:3]=[C:4]([N:8]2[C:12]3[N:13]=[C:14]([CH3:16])[S:15][C:11]=3[C:10]([C:17]([O:19][CH2:20][CH3:21])=[O:18])=[N:9]2)[CH:5]=[CH:6][CH:7]=1.[C:22]([C@:24]1([OH:31])[CH2:28][CH2:27][N:26]([CH3:29])[C:25]1=[O:30])#[CH:23]. The product is [OH:31][C@@:24]1([C:22]#[C:23][C:2]2[CH:3]=[C:4]([N:8]3[C:12]4[N:13]=[C:14]([CH3:16])[S:15][C:11]=4[C:10]([C:17]([O:19][CH2:20][CH3:21])=[O:18])=[N:9]3)[CH:5]=[CH:6][CH:7]=2)[CH2:28][CH2:27][N:26]([CH3:29])[C:25]1=[O:30]. No catalyst specified. The yield is 0.860. (4) The reactants are Cl.[F:2][C:3]1[CH:8]=[CH:7][C:6]([CH:9]([C:17]2[CH:22]=[CH:21][C:20]([F:23])=[CH:19][CH:18]=2)[CH:10]2[C:15](=[O:16])[CH2:14][CH2:13][NH:12][CH2:11]2)=[CH:5][CH:4]=1.[CH3:24][O:25][C:26]1[CH:35]=[CH:34][C:33]2[C:28](=[CH:29][CH:30]=[CH:31][CH:32]=2)[C:27]=1[CH2:36]O.C(N(C(C)C)CC)(C)C.ClCCl. The catalyst is O. The product is [F:2][C:3]1[CH:8]=[CH:7][C:6]([CH:9]([C:17]2[CH:18]=[CH:19][C:20]([F:23])=[CH:21][CH:22]=2)[CH:10]2[C:15](=[O:16])[CH2:14][CH2:13][N:12]([CH2:36][C:27]3[C:28]4[C:33](=[CH:32][CH:31]=[CH:30][CH:29]=4)[CH:34]=[CH:35][C:26]=3[O:25][CH3:24])[CH2:11]2)=[CH:5][CH:4]=1. The yield is 0.460.